This data is from Peptide-MHC class I binding affinity with 185,985 pairs from IEDB/IMGT. The task is: Regression. Given a peptide amino acid sequence and an MHC pseudo amino acid sequence, predict their binding affinity value. This is MHC class I binding data. (1) The peptide sequence is NADTGHSIY. The MHC is HLA-A03:01 with pseudo-sequence HLA-A03:01. The binding affinity (normalized) is 0.0847. (2) The peptide sequence is QLPKRGVRVR. The MHC is HLA-A68:01 with pseudo-sequence HLA-A68:01. The binding affinity (normalized) is 0.0844. (3) The binding affinity (normalized) is 0.0208. The peptide sequence is IVNEHDIKY. The MHC is HLA-A31:01 with pseudo-sequence HLA-A31:01.